This data is from Reaction yield outcomes from USPTO patents with 853,638 reactions. The task is: Predict the reaction yield, written as a fraction of the theoretical maximum amount of product (1.0 means a 100% yield; for example, 0.34 means a 34% yield). (1) The reactants are S(=O)(=O)(O)O.[C:6]([C:8]1[CH:13]=[CH:12][N:11]=[CH:10][CH:9]=1)#[N:7].[NH4+].[NH4+].[O-]S(OOS([O-])(=O)=O)(=O)=O.[CH3:26][OH:27]. The catalyst is O. The product is [OH:27][CH2:26][C:10]1[CH:9]=[C:8]([CH:13]=[CH:12][N:11]=1)[C:6]#[N:7]. The yield is 0.390. (2) The reactants are [Br:1][C:2]1[CH:23]=[C:22](/[CH:24]=[CH:25]/[CH:26]([C:31]2[CH:36]=[C:35]([Cl:37])[C:34]([Cl:38])=[C:33]([Cl:39])[CH:32]=2)[C:27]([F:30])([F:29])[F:28])[CH:21]=[CH:20][C:3]=1[C:4]([NH:6][CH:7]1[CH2:12][CH2:11][N:10](C(OC(C)(C)C)=O)[CH2:9][CH2:8]1)=[O:5]. The catalyst is Cl.O1CCOCC1. The product is [Br:1][C:2]1[CH:23]=[C:22](/[CH:24]=[CH:25]/[CH:26]([C:31]2[CH:32]=[C:33]([Cl:39])[C:34]([Cl:38])=[C:35]([Cl:37])[CH:36]=2)[C:27]([F:30])([F:28])[F:29])[CH:21]=[CH:20][C:3]=1[C:4]([NH:6][CH:7]1[CH2:12][CH2:11][NH:10][CH2:9][CH2:8]1)=[O:5]. The yield is 0.880. (3) The catalyst is COCCOCCOC. The product is [CH2:1]([N:8]1[C:9]([C:13]2[CH:14]=[CH:15][C:16]([N:17]([CH3:18])[CH3:19])=[CH:20][CH:21]=2)=[C:10]([CH2:11][CH3:12])[C:28]([OH:30])=[C:22]([C:23]([O:25][CH2:26][CH3:27])=[O:24])[C:33]1=[O:35])[C:2]1[CH:3]=[CH:4][CH:5]=[CH:6][CH:7]=1. The reactants are [CH2:1]([N:8]=[C:9]([C:13]1[CH:21]=[CH:20][C:16]([N:17]([CH3:19])[CH3:18])=[CH:15][CH:14]=1)[CH2:10][CH2:11][CH3:12])[C:2]1[CH:7]=[CH:6][CH:5]=[CH:4][CH:3]=1.[CH:22]([C:33]([O:35]CC)=O)([C:28]([O:30]CC)=O)[C:23]([O:25][CH2:26][CH3:27])=[O:24]. The yield is 0.350. (4) The reactants are [Cl:1][CH2:2][C:3](=O)[CH2:4]C(OCC)=O.[C:11]([OH:14])(=[O:13])[CH3:12].[CH2:15]([NH2:17])[CH3:16].[C:18]1(C)C=CC=C[CH:19]=1. The catalyst is C(O)C. The product is [Cl:1][CH2:2][C:3]([NH:17][CH2:15][CH3:16])=[CH:4][CH2:12][C:11]([O:14][CH2:18][CH3:19])=[O:13]. The yield is 0.980. (5) The reactants are Br[C:2]1[N:7]2[CH:8]=[N:9][CH:10]=[C:6]2[C:5](=[O:11])[N:4]([CH3:12])[CH:3]=1.[CH3:13][S:14]([C:17]1[CH:18]=[C:19](B(O)O)[CH:20]=[CH:21][CH:22]=1)(=[O:16])=[O:15].C([O-])([O-])=O.[Na+].[Na+]. The catalyst is O1CCOCC1.O.Cl[Pd](Cl)([P](C1C=CC=CC=1)(C1C=CC=CC=1)C1C=CC=CC=1)[P](C1C=CC=CC=1)(C1C=CC=CC=1)C1C=CC=CC=1. The product is [CH3:12][N:4]1[CH:3]=[C:2]([C:21]2[CH:20]=[CH:19][CH:18]=[C:17]([S:14]([CH3:13])(=[O:16])=[O:15])[CH:22]=2)[N:7]2[CH:8]=[N:9][CH:10]=[C:6]2[C:5]1=[O:11]. The yield is 0.200. (6) The reactants are [CH:1]1([C:6]([O:8]C)=O)[CH2:5][CH2:4][CH2:3][CH2:2]1.[C:10](#[N:12])[CH3:11].[H-].[Na+]. The catalyst is O1CCCC1. The product is [CH:1]1([C:6](=[O:8])[CH2:11][C:10]#[N:12])[CH2:2][CH2:3][CH2:4][CH2:5]1. The yield is 0.930. (7) The reactants are [F:1][C:2]1[CH:7]=[CH:6][C:5]([F:8])=[CH:4][C:3]=1[CH2:9][C:10]#[N:11].Br[CH2:13][CH2:14][O:15][CH2:16][CH2:17]Br.[H-].[Na+]. The catalyst is CN(C=O)C. The product is [F:1][C:2]1[CH:7]=[CH:6][C:5]([F:8])=[CH:4][C:3]=1[C:9]1([C:10]#[N:11])[CH2:17][CH2:16][O:15][CH2:14][CH2:13]1. The yield is 0.800. (8) The reactants are [CH2:1]([C:3]1[CH:8]=[C:7]([CH3:9])[CH:6]=[C:5]([CH2:10][CH3:11])[C:4]=1[C:12]1[C:13](=[O:29])[N:14]([CH3:28])[N:15]=[C:16]([CH2:26]Br)[C:17]=1[O:18][CH2:19][C:20]1[CH:25]=[CH:24][CH:23]=[CH:22][CH:21]=1)[CH3:2].[C-:30]#[N:31].[Na+]. The catalyst is CS(C)=O.O. The product is [CH2:1]([C:3]1[CH:8]=[C:7]([CH3:9])[CH:6]=[C:5]([CH2:10][CH3:11])[C:4]=1[C:12]1[C:13](=[O:29])[N:14]([CH3:28])[N:15]=[C:16]([CH2:26][C:30]#[N:31])[C:17]=1[O:18][CH2:19][C:20]1[CH:25]=[CH:24][CH:23]=[CH:22][CH:21]=1)[CH3:2]. The yield is 0.660.